From a dataset of Aqueous solubility values for 9,982 compounds from the AqSolDB database. Regression/Classification. Given a drug SMILES string, predict its absorption, distribution, metabolism, or excretion properties. Task type varies by dataset: regression for continuous measurements (e.g., permeability, clearance, half-life) or binary classification for categorical outcomes (e.g., BBB penetration, CYP inhibition). For this dataset (solubility_aqsoldb), we predict Y. (1) The molecule is COc1ccc(CC2NCC(O)C2OC(C)=O)cc1. The Y is -1.61 log mol/L. (2) The drug is NS(=O)(=O)c1ccccc1-c1nc2ccccc2c(=O)[nH]1. The Y is -3.08 log mol/L. (3) The drug is [Br-].[Br-].[Zn+2]. The Y is 1.30 log mol/L. (4) The compound is ClC(Cl)=C(Cl)Cl. The Y is -2.74 log mol/L. (5) The compound is CCc1onc(C)c1N=C1C=C(O)C(=O)c2ccccc21. The Y is -2.72 log mol/L. (6) The molecule is Fc1cccc(F)c1C1SCc2nc3ccccc3n21. The Y is -3.76 log mol/L. (7) The molecule is Cc1ncoc1C#N. The Y is -0.325 log mol/L.